Dataset: Full USPTO retrosynthesis dataset with 1.9M reactions from patents (1976-2016). Task: Predict the reactants needed to synthesize the given product. (1) Given the product [CH2:6]([O:8][C:9]([C:11]1[NH:12][C:13]([CH3:19])=[C:14]([C:17]2[NH:34][C:29]3[CH:28]=[C:27]([O:20][C:21]4[CH:26]=[CH:25][CH:24]=[CH:23][CH:22]=4)[CH:32]=[CH:31][C:30]=3[N:33]=2)[C:15]=1[CH3:16])=[O:10])[CH3:7], predict the reactants needed to synthesize it. The reactants are: S([O-])(O)=O.[Na+].[CH2:6]([O:8][C:9]([C:11]1[NH:12][C:13]([CH3:19])=[C:14]([CH:17]=O)[C:15]=1[CH3:16])=[O:10])[CH3:7].[O:20]([C:27]1[CH:32]=[CH:31][C:30]([NH2:33])=[C:29]([NH2:34])[CH:28]=1)[C:21]1[CH:26]=[CH:25][CH:24]=[CH:23][CH:22]=1.C(=O)([O-])[O-].[Na+].[Na+]. (2) Given the product [CH2:13]1[C@H:22]2[C@H:17]([CH2:18][CH2:19][C:20]3[CH:26]=[CH:25][CH:24]=[CH:23][C:21]=32)[N:16]([C:10]([C:7]2[CH:8]=[CH:9][N:4]3[CH:3]=[CH:2][N:1]=[C:5]3[CH:6]=2)=[O:12])[CH2:15][CH2:14]1, predict the reactants needed to synthesize it. The reactants are: [N:1]1[CH:2]=[CH:3][N:4]2[CH:9]=[CH:8][C:7]([C:10]([OH:12])=O)=[CH:6][C:5]=12.[CH2:13]1[C@H:22]2[C@H:17]([CH2:18][CH2:19][C:20]3[CH:26]=[CH:25][CH:24]=[CH:23][C:21]=32)[NH:16][CH2:15][CH2:14]1.F[P-](F)(F)(F)(F)F.N1(OC(N(C)C)=[N+](C)C)C2N=CC=CC=2N=N1. (3) The reactants are: [CH2:1]1[CH:6]2[CH2:7][C:8]3([NH2:11])[CH2:10][CH:4]([CH2:5]2)[CH2:3][CH:2]1[CH2:9]3.[S:12]1[CH:16]=[CH:15][CH:14]=[C:13]1[C:17]1[N:22]=[CH:21][C:20]([CH:23]=O)=[CH:19][N:18]=1. Given the product [S:12]1[CH:16]=[CH:15][CH:14]=[C:13]1[C:17]1[N:18]=[CH:19][C:20]([CH2:23][NH:11][C:8]23[CH2:10][CH:4]4[CH2:5][CH:6]([CH2:1][CH:2]([CH2:3]4)[CH2:9]2)[CH2:7]3)=[CH:21][N:22]=1, predict the reactants needed to synthesize it. (4) Given the product [C:43]([O:42][C:40]([N:39]([C:47]([O:49][C:50]([CH3:53])([CH3:52])[CH3:51])=[O:48])[C:26]1[C:25]2[C:29](=[CH:30][CH:31]=[C:23]([NH:22][C:20](=[O:21])[NH:19][C@@H:10]([C:11]3[CH:16]=[CH:15][C:14]([Cl:17])=[C:13]([Cl:18])[CH:12]=3)[C@@H:5]3[CH2:6][CH2:7][CH2:8][CH2:9][NH:4]3)[CH:24]=2)[N:28]([C:32]([O:34][C:35]([CH3:37])([CH3:36])[CH3:38])=[O:33])[N:27]=1)=[O:41])([CH3:46])([CH3:44])[CH3:45], predict the reactants needed to synthesize it. The reactants are: C([N:4]1[CH2:9][CH2:8][CH2:7][CH2:6][C@H:5]1[C@@H:10]([NH:19][C:20]([NH:22][C:23]1[CH:24]=[C:25]2[C:29](=[CH:30][CH:31]=1)[N:28]([C:32]([O:34][C:35]([CH3:38])([CH3:37])[CH3:36])=[O:33])[N:27]=[C:26]2[N:39]([C:47]([O:49][C:50]([CH3:53])([CH3:52])[CH3:51])=[O:48])[C:40]([O:42][C:43]([CH3:46])([CH3:45])[CH3:44])=[O:41])=[O:21])[C:11]1[CH:16]=[CH:15][C:14]([Cl:17])=[C:13]([Cl:18])[CH:12]=1)C=C.NC(N)=O. (5) Given the product [N:1]1[C:9]2[C:4](=[N:5][CH:6]=[C:7](/[CH:10]=[CH:11]/[C:12]([N:42]([CH3:43])[CH2:41][C:34]3[C:35]4[C:40](=[CH:39][CH:38]=[CH:37][CH:36]=4)[N:32]([CH3:31])[CH:33]=3)=[O:14])[CH:8]=2)[NH:3][CH:2]=1, predict the reactants needed to synthesize it. The reactants are: [N:1]1[C:9]2[C:4](=[N:5][CH:6]=[C:7](/[CH:10]=[CH:11]/[C:12]([O-:14])=O)[CH:8]=2)[NH:3][CH:2]=1.Cl.O=C1CC2C(=CC=C(/C=C/C(O)=O)C=2)N1.[CH3:31][N:32]1[C:40]2[C:35](=[CH:36][CH:37]=[CH:38][CH:39]=2)[C:34]([CH2:41][NH:42][CH3:43])=[CH:33]1.CC1NC2C(C=1CNC)=CC=CC=2. (6) Given the product [C:6]([O:8][CH3:18])(=[O:7])[CH2:5][CH2:4][CH2:3][CH2:2][C:29]([O:17][CH3:11])=[O:30], predict the reactants needed to synthesize it. The reactants are: C(O)(=O)[CH2:2][CH2:3][CH2:4][CH2:5][C:6]([OH:8])=[O:7].[CH:11]1([OH:17])CCCCC1.[C:18]1(=O)CCCCC1.[N+]([O-])(O)=O.[CH3:29][OH:30]. (7) The reactants are: S([N:11]=[C:12]=[O:13])(C1C=CC(C)=CC=1)(=O)=O.[CH3:14][N:15]([CH:32]1[CH2:37][CH2:36][N:35]([CH3:38])[CH2:34][CH2:33]1)[C:16]1[N:21]2[N:22]=[C:23]([NH2:25])[N:24]=[C:20]2[CH:19]=[C:18]([C:26]2[CH:27]=[N:28][CH:29]=[CH:30][CH:31]=2)[CH:17]=1.[CH2:39](N)[CH3:40]. Given the product [CH2:39]([NH:11][C:12]([NH:25][C:23]1[N:24]=[C:20]2[CH:19]=[C:18]([C:26]3[CH:27]=[N:28][CH:29]=[CH:30][CH:31]=3)[CH:17]=[C:16]([N:15]([CH3:14])[CH:32]3[CH2:37][CH2:36][N:35]([CH3:38])[CH2:34][CH2:33]3)[N:21]2[N:22]=1)=[O:13])[CH3:40], predict the reactants needed to synthesize it. (8) Given the product [CH3:1][N:2]1[C:6]([C:7]2[CH:8]=[C:9]([CH:32]=[C:33]([C:35]([F:37])([F:38])[F:36])[CH:34]=2)[CH2:10][O:11][CH2:12][C:13]2([C:26]3[CH:31]=[CH:30][CH:29]=[CH:28][CH:27]=3)[CH2:14][CH2:15][NH:16][CH2:17][CH2:18]2)=[N:5][N:4]=[N:3]1, predict the reactants needed to synthesize it. The reactants are: [CH3:1][N:2]1[C:6]([C:7]2[CH:8]=[C:9]([CH:32]=[C:33]([C:35]([F:38])([F:37])[F:36])[CH:34]=2)[CH2:10][O:11][CH2:12][C:13]2([C:26]3[CH:31]=[CH:30][CH:29]=[CH:28][CH:27]=3)[CH2:18][CH2:17][N:16](C(OC(C)(C)C)=O)[CH2:15][CH2:14]2)=[N:5][N:4]=[N:3]1.Cl.